Dataset: Ames mutagenicity test results for genotoxicity prediction. Task: Regression/Classification. Given a drug SMILES string, predict its toxicity properties. Task type varies by dataset: regression for continuous values (e.g., LD50, hERG inhibition percentage) or binary classification for toxic/non-toxic outcomes (e.g., AMES mutagenicity, cardiotoxicity, hepatotoxicity). Dataset: ames. The compound is CC(C)(c1cc(Br)c(O)c(Br)c1)c1cc(Br)c(O)c(Br)c1. The result is 0 (non-mutagenic).